Dataset: Merck oncology drug combination screen with 23,052 pairs across 39 cell lines. Task: Regression. Given two drug SMILES strings and cell line genomic features, predict the synergy score measuring deviation from expected non-interaction effect. Drug 1: O=S1(=O)NC2(CN1CC(F)(F)F)C1CCC2Cc2cc(C=CCN3CCC(C(F)(F)F)CC3)ccc2C1. Drug 2: CCN(CC)CCNC(=O)c1c(C)[nH]c(C=C2C(=O)Nc3ccc(F)cc32)c1C. Cell line: NCIH460. Synergy scores: synergy=-1.60.